This data is from Reaction yield outcomes from USPTO patents with 853,638 reactions. The task is: Predict the reaction yield, written as a fraction of the theoretical maximum amount of product (1.0 means a 100% yield; for example, 0.34 means a 34% yield). (1) The reactants are [CH3:1][C@@H:2]1[CH2:7][CH2:6][CH2:5][CH2:4][C@H:3]1O.C1(P(C2C=CC=CC=2)C2C=CC=CC=2)C=CC=CC=1.N(C(OCC)=O)=NC(OCC)=O.C1(P([N:54]=[N+:55]=[N-:56])(C2C=CC=CC=2)=O)C=CC=CC=1. The catalyst is C1COCC1. The product is [N:54]([C@@H:3]1[CH2:4][CH2:5][CH2:6][CH2:7][C@@H:2]1[CH3:1])=[N+:55]=[N-:56]. The yield is 0.650. (2) The reactants are [F:1][C:2]1[CH:7]=[C:6]([F:8])[CH:5]=[CH:4][C:3]=1[C:9]([OH:30])([CH2:24][N:25]1[CH:29]=[N:28][N:27]=[N:26]1)[C:10]([C:13]1[N:18]=[CH:17][C:16](/[CH:19]=[CH:20]/[CH:21]([OH:23])[CH3:22])=[CH:15][CH:14]=1)([F:12])[F:11]. The yield is 0.510. The product is [F:1][C:2]1[CH:7]=[C:6]([F:8])[CH:5]=[CH:4][C:3]=1[C:9]([OH:30])([CH2:24][N:25]1[CH:29]=[N:28][N:27]=[N:26]1)[C:10]([C:13]1[N:18]=[CH:17][C:16]([CH2:19][CH2:20][CH:21]([OH:23])[CH3:22])=[CH:15][CH:14]=1)([F:12])[F:11]. The catalyst is CO.[Pd]. (3) The product is [Cl:1][C:2]1[CH:3]=[C:4]([CH:8]=[CH:9][N:10]=1)[C:5]([O:7][CH3:11])=[O:6]. The catalyst is CN(C=O)C.[Cl-].[Na+].O. The yield is 0.980. The reactants are [Cl:1][C:2]1[CH:3]=[C:4]([CH:8]=[CH:9][N:10]=1)[C:5]([OH:7])=[O:6].[C:11](=O)([O-])[O-].[K+].[K+].CI.C(OCC)(=O)C. (4) The reactants are N1C=CC=CC=1.[F:7]N1N=C(F)C=C(F)N1.[NH2:16][CH2:17][CH2:18][C:19]1[N:27]=[C:26]([Cl:28])[CH:25]=[CH:24][C:20]=1[C:21](O)=[O:22]. The catalyst is ClCCl. The product is [NH2:16][CH2:17][CH2:18][C:19]1[N:27]=[C:26]([Cl:28])[CH:25]=[CH:24][C:20]=1[C:21]([F:7])=[O:22]. The yield is 0.990.